Dataset: Forward reaction prediction with 1.9M reactions from USPTO patents (1976-2016). Task: Predict the product of the given reaction. (1) Given the reactants [NH:1]1[CH:5]=[C:4]([CH:6]=O)[N:3]=[N:2]1.[CH3:8][C:9]([S:12]([NH2:14])=[O:13])([CH3:11])[CH3:10], predict the reaction product. The product is: [NH:1]1[CH:5]=[C:4]([CH:6]=[N:14][S:12]([C:9]([CH3:11])([CH3:10])[CH3:8])=[O:13])[N:3]=[N:2]1. (2) Given the reactants Br[C:2]1[CH:3]=[C:4]2[C:12](=[C:13]([C:15](=[O:17])[NH2:16])[CH:14]=1)[NH:11][C:10]1[CH:9]=[C:8]([C:18]([O:20][CH2:21][CH3:22])=[O:19])[CH:7]=[CH:6][C:5]2=1.[F:23][C:24]1[CH:25]=[C:26](B2OC(C)(C)C(C)(C)O2)[CH:27]=[CH:28][C:29]=1[O:30][CH3:31].C([O-])([O-])=O.[Na+].[Na+].CO, predict the reaction product. The product is: [C:15]([C:13]1[CH:14]=[C:2]([C:26]2[CH:27]=[CH:28][C:29]([O:30][CH3:31])=[C:24]([F:23])[CH:25]=2)[CH:3]=[C:4]2[C:12]=1[NH:11][C:10]1[CH:9]=[C:8]([C:18]([O:20][CH2:21][CH3:22])=[O:19])[CH:7]=[CH:6][C:5]2=1)(=[O:17])[NH2:16]. (3) Given the reactants [C:1]1([S:7]([C:10]2[CH:11]=[N:12][C:13]3[C:18]([CH:19]=2)=[CH:17][CH:16]=[CH:15][C:14]=3[N:20]2[CH2:24][CH:23]3[CH2:25][CH2:26][N:27](C(OC(C)(C)C)=O)[CH:22]3[CH2:21]2)(=[O:9])=[O:8])[CH:6]=[CH:5][CH:4]=[CH:3][CH:2]=1.[ClH:35], predict the reaction product. The product is: [ClH:35].[NH:27]1[CH2:26][CH2:25][CH:23]2[CH2:24][N:20]([C:14]3[CH:15]=[CH:16][CH:17]=[C:18]4[C:13]=3[N:12]=[CH:11][C:10]([S:7]([C:1]3[CH:2]=[CH:3][CH:4]=[CH:5][CH:6]=3)(=[O:9])=[O:8])=[CH:19]4)[CH2:21][CH:22]12.